From a dataset of Reaction yield outcomes from USPTO patents with 853,638 reactions. Predict the reaction yield, written as a fraction of the theoretical maximum amount of product (1.0 means a 100% yield; for example, 0.34 means a 34% yield). (1) The reactants are [CH2:1]([N:3]1[C:11]2[C:6](=[CH:7][CH:8]=[C:9]([O:12]C)[CH:10]=2)[C:5]([C:14]#[N:15])=[CH:4]1)[CH3:2].B(Br)(Br)Br.[OH-].[Na+]. The catalyst is C(Cl)Cl. The product is [OH:12][C:9]1[CH:10]=[C:11]2[C:6]([C:5]([C:14]#[N:15])=[CH:4][N:3]2[CH2:1][CH3:2])=[CH:7][CH:8]=1. The yield is 0.820. (2) The reactants are I[C:2]1[C:10]2[C:5](=[CH:6][C:7]([C@H:11]3[C@@:13]4([C:21]5[C:16](=[CH:17][CH:18]=[C:19]([O:22][CH3:23])[CH:20]=5)[NH:15][C:14]4=[O:24])[CH2:12]3)=[CH:8][CH:9]=2)[NH:4][N:3]=1.CC1(C)C(C)(C)OB([C:33]2[CH:38]=[CH:37][C:36]([CH:39]3[CH2:44][CH2:43][N:42]([C:45]([O:47][C:48]([CH3:51])([CH3:50])[CH3:49])=[O:46])[CH2:41][CH2:40]3)=[CH:35][CH:34]=2)O1. No catalyst specified. The product is [CH3:23][O:22][C:19]1[CH:20]=[C:21]2[C:16](=[CH:17][CH:18]=1)[NH:15][C:14](=[O:24])[C@:13]12[CH2:12][C@H:11]1[C:7]1[CH:6]=[C:5]2[C:10]([C:2]([C:33]3[CH:34]=[CH:35][C:36]([CH:39]4[CH2:40][CH2:41][N:42]([C:45]([O:47][C:48]([CH3:51])([CH3:50])[CH3:49])=[O:46])[CH2:43][CH2:44]4)=[CH:37][CH:38]=3)=[N:3][NH:4]2)=[CH:9][CH:8]=1. The yield is 0.800. (3) The reactants are [C:1](#[N:8])[C:2]1[CH:7]=[CH:6][CH:5]=[CH:4][CH:3]=1.S(=O)(=O)(O)[OH:10].[C:14]([OH:17])(=[O:16])[CH3:15].[C:18]([OH:21])(=[O:20])[CH3:19].[CH2:22]([C:42]1[C:47]([OH:48])=[C:46]([CH3:49])[C:45]([CH3:50])=[C:44]([OH:51])[C:43]=1[CH3:52])/[CH:23]=[C:24](/[CH2:26][CH2:27][CH2:28][C@@H:29]([CH2:31][CH2:32][CH2:33][C@@H:34]([CH2:36][CH2:37][CH2:38][CH:39]([CH3:41])[CH3:40])[CH3:35])[CH3:30])\[CH3:25]. The catalyst is C(O)(=O)C. The product is [C:14]([OH:17])(=[O:16])[CH3:15].[C:18]([OH:21])(=[O:20])[CH3:19].[CH3:49][C:46]1[C:47]([OH:48])=[C:42]([CH2:22][CH2:23][C:24]([CH3:25])([NH:8][C:1](=[O:10])[C:2]2[CH:7]=[CH:6][CH:5]=[CH:4][CH:3]=2)[CH2:26][CH2:27][CH2:28][CH:29]([CH3:30])[CH2:31][CH2:32][CH2:33][CH:34]([CH3:35])[CH2:36][CH2:37][CH2:38][CH:39]([CH3:40])[CH3:41])[C:43]([CH3:52])=[C:44]([OH:51])[C:45]=1[CH3:50]. The yield is 0.880. (4) The reactants are [CH3:1][C:2](=[CH:6][C:7]1[CH:12]=[CH:11][CH:10]=[CH:9][CH:8]=1)[C:3](Cl)=[O:4].[CH3:13][CH:14]([CH3:28])[CH:15]([C:21]1[CH:26]=[CH:25][C:24]([NH2:27])=[CH:23][CH:22]=1)[N:16]1[CH:20]=[N:19][CH:18]=[N:17]1. The catalyst is C(Cl)Cl.N1C=CC=CC=1. The product is [CH3:1]/[C:2](=[CH:6]\[C:7]1[CH:12]=[CH:11][CH:10]=[CH:9][CH:8]=1)/[C:3]([NH:27][C:24]1[CH:25]=[CH:26][C:21]([CH:15]([N:16]2[CH:20]=[N:19][CH:18]=[N:17]2)[CH:14]([CH3:28])[CH3:13])=[CH:22][CH:23]=1)=[O:4]. The yield is 0.210.